Dataset: Forward reaction prediction with 1.9M reactions from USPTO patents (1976-2016). Task: Predict the product of the given reaction. (1) Given the reactants N1C=CC=CC=1.[CH2:7]([O:14][CH2:15][C@H:16]1[O:21][C@@H:20]([O:22][CH2:23][C@H:24]2[O:37][C@@H:28]([O:29][Si](C(C)(C)C)(C)C)[C@H:27]([NH:38][C:39](=[O:61])[CH2:40][C@H:41]([O:53][CH2:54][C:55]3[CH:60]=[CH:59][CH:58]=[CH:57][CH:56]=3)[CH2:42][CH2:43][CH2:44][CH2:45][CH2:46][CH2:47][CH2:48][CH2:49][CH2:50][CH2:51][CH3:52])[C@@H:26]([O:62][C:63](=[O:85])[CH2:64][C@H:65]([O:77][CH2:78][C:79]3[CH:84]=[CH:83][CH:82]=[CH:81][CH:80]=3)[CH2:66][CH2:67][CH2:68][CH2:69][CH2:70][CH2:71][CH2:72][CH2:73][CH2:74][CH2:75][CH3:76])[C@@H:25]2[O:86][CH2:87][C:88]2[CH:93]=[CH:92][CH:91]=[CH:90][CH:89]=2)[C@H:19]([NH:94][C:95](=[O:123])[CH2:96][C@H:97]([O:109][C:110](=[O:122])[CH2:111][CH2:112][CH2:113][CH2:114][CH2:115][CH2:116][CH2:117][CH2:118][CH2:119][CH2:120][CH3:121])[CH2:98][CH2:99][CH2:100][CH2:101][CH2:102][CH2:103][CH2:104][CH2:105][CH2:106][CH2:107][CH3:108])[C@@H:18]([O:124][C:125](=[O:155])[CH2:126][C@H:127]([O:139][C:140](=[O:154])[CH2:141][CH2:142][CH2:143][CH2:144][CH2:145][CH2:146][CH2:147][CH2:148][CH2:149][CH2:150][CH2:151][CH2:152][CH3:153])[CH2:128][CH2:129][CH2:130][CH2:131][CH2:132][CH2:133][CH2:134][CH2:135][CH2:136][CH2:137][CH3:138])[C@@H:17]1[O:156][P:157]1(=[O:168])[O:163][CH2:162][C:161]2[CH:164]=[CH:165][CH:166]=[CH:167][C:160]=2[CH2:159][O:158]1)[C:8]1[CH:13]=[CH:12][CH:11]=[CH:10][CH:9]=1, predict the reaction product. The product is: [CH2:7]([O:14][CH2:15][C@H:16]1[O:21][C@@H:20]([O:22][CH2:23][C@H:24]2[O:37][C@H:28]([OH:29])[C@H:27]([NH:38][C:39](=[O:61])[CH2:40][C@H:41]([O:53][CH2:54][C:55]3[CH:56]=[CH:57][CH:58]=[CH:59][CH:60]=3)[CH2:42][CH2:43][CH2:44][CH2:45][CH2:46][CH2:47][CH2:48][CH2:49][CH2:50][CH2:51][CH3:52])[C@@H:26]([O:62][C:63](=[O:85])[CH2:64][C@H:65]([O:77][CH2:78][C:79]3[CH:80]=[CH:81][CH:82]=[CH:83][CH:84]=3)[CH2:66][CH2:67][CH2:68][CH2:69][CH2:70][CH2:71][CH2:72][CH2:73][CH2:74][CH2:75][CH3:76])[C@@H:25]2[O:86][CH2:87][C:88]2[CH:93]=[CH:92][CH:91]=[CH:90][CH:89]=2)[C@H:19]([NH:94][C:95](=[O:123])[CH2:96][C@H:97]([O:109][C:110](=[O:122])[CH2:111][CH2:112][CH2:113][CH2:114][CH2:115][CH2:116][CH2:117][CH2:118][CH2:119][CH2:120][CH3:121])[CH2:98][CH2:99][CH2:100][CH2:101][CH2:102][CH2:103][CH2:104][CH2:105][CH2:106][CH2:107][CH3:108])[C@@H:18]([O:124][C:125](=[O:155])[CH2:126][C@H:127]([O:139][C:140](=[O:154])[CH2:141][CH2:142][CH2:143][CH2:144][CH2:145][CH2:146][CH2:147][CH2:148][CH2:149][CH2:150][CH2:151][CH2:152][CH3:153])[CH2:128][CH2:129][CH2:130][CH2:131][CH2:132][CH2:133][CH2:134][CH2:135][CH2:136][CH2:137][CH3:138])[C@@H:17]1[O:156][P:157]1(=[O:168])[O:158][CH2:159][C:160]2[CH:167]=[CH:166][CH:165]=[CH:164][C:161]=2[CH2:162][O:163]1)[C:8]1[CH:9]=[CH:10][CH:11]=[CH:12][CH:13]=1. (2) Given the reactants [OH:1][C:2]1[CH:3]=[C:4]([CH:7]=[CH:8][CH:9]=1)[CH:5]=[O:6].C(=O)([O-])[O-].[K+].[K+].[CH2:16](Br)[CH2:17][CH2:18][CH3:19], predict the reaction product. The product is: [CH2:16]([O:1][C:2]1[CH:3]=[C:4]([CH:7]=[CH:8][CH:9]=1)[CH:5]=[O:6])[CH2:17][CH2:18][CH3:19]. (3) Given the reactants Br[C:2]1[CH:3]=[C:4]([CH:19]=[CH:20][C:21]=1[N:22]1[CH2:26][CH2:25][C:24]([OH:28])([CH3:27])[CH2:23]1)[C:5]([NH:7][C:8]1[CH:13]=[CH:12][C:11]([O:14][C:15]([F:18])([F:17])[F:16])=[CH:10][CH:9]=1)=[O:6].[N:29]1[CH:34]=[C:33](B(O)O)[CH:32]=[N:31][CH:30]=1.C([O-])([O-])=O.[Na+].[Na+].COCCOC, predict the reaction product. The product is: [OH:28][C:24]1([CH3:27])[CH2:25][CH2:26][N:22]([C:21]2[CH:20]=[CH:19][C:4]([C:5]([NH:7][C:8]3[CH:13]=[CH:12][C:11]([O:14][C:15]([F:18])([F:17])[F:16])=[CH:10][CH:9]=3)=[O:6])=[CH:3][C:2]=2[C:33]2[CH:34]=[N:29][CH:30]=[N:31][CH:32]=2)[CH2:23]1. (4) Given the reactants [CH3:1][C:2]1[C:6]([CH2:7][N:8]2[CH:12]=[C:11]([N+:13]([O-])=O)[CH:10]=[N:9]2)=[C:5]([CH3:16])[O:4][N:3]=1.[CH3:17][C:18]([O:21][C:22](O[C:22]([O:21][C:18]([CH3:20])([CH3:19])[CH3:17])=[O:23])=[O:23])([CH3:20])[CH3:19], predict the reaction product. The product is: [CH3:1][C:2]1[C:6]([CH2:7][N:8]2[CH:12]=[C:11]([NH:13][C:22](=[O:23])[O:21][C:18]([CH3:20])([CH3:19])[CH3:17])[CH:10]=[N:9]2)=[C:5]([CH3:16])[O:4][N:3]=1. (5) The product is: [CH3:1][C:2]1[CH:7]=[C:6]([CH3:8])[CH:5]=[C:4]([CH:9]2[CH2:13][CH2:12][O:11][CH2:10]2)[C:3]=1[O:14][CH2:16][C:17]([O:19][CH3:20])=[O:18]. Given the reactants [CH3:1][C:2]1[CH:7]=[C:6]([CH3:8])[CH:5]=[C:4]([CH:9]2[CH2:13][CH2:12][O:11][CH2:10]2)[C:3]=1[OH:14].Br[CH2:16][C:17]([O:19][CH3:20])=[O:18].C(=O)([O-])[O-].[Cs+].[Cs+], predict the reaction product.